This data is from Full USPTO retrosynthesis dataset with 1.9M reactions from patents (1976-2016). The task is: Predict the reactants needed to synthesize the given product. (1) Given the product [Cl:13][C:14]1[C:19]([CH:23]=[O:24])=[CH:18][N:17]=[CH:16][CH:15]=1, predict the reactants needed to synthesize it. The reactants are: C(NC(C)C)(C)C.[Li+].CCC[CH2-].[Cl:13][C:14]1[CH:19]=[CH:18][N:17]=[CH:16][CH:15]=1.CN([CH:23]=[O:24])C. (2) Given the product [F:21][C:22]1[CH:29]=[CH:28][C:25]([CH2:26][NH:27][S:8]([C:4]2[CH:5]=[N:6][CH:7]=[C:2]([Br:1])[CH:3]=2)(=[O:10])=[O:9])=[CH:24][CH:23]=1, predict the reactants needed to synthesize it. The reactants are: [Br:1][C:2]1[CH:3]=[C:4]([S:8](Cl)(=[O:10])=[O:9])[CH:5]=[N:6][CH:7]=1.C(N(C(C)C)CC)(C)C.[F:21][C:22]1[CH:29]=[CH:28][C:25]([CH2:26][NH2:27])=[CH:24][CH:23]=1.O. (3) Given the product [C:1]([O:5][C:6]([N:8]1[CH2:9][CH2:10][N:11]([CH2:14][C:15]2[CH:20]=[CH:19][C:18]([NH:21][C:22]3[C:27]([C:28]([O:30][CH2:31][CH3:32])=[O:29])=[C:26]([CH:33]=[O:45])[N:25]=[C:24]([N:38]4[CH2:43][CH2:42][O:41][CH2:40][CH2:39]4)[N:23]=3)=[CH:17][CH:16]=2)[CH2:12][CH2:13]1)=[O:7])([CH3:3])([CH3:2])[CH3:4], predict the reactants needed to synthesize it. The reactants are: [C:1]([O:5][C:6]([N:8]1[CH2:13][CH2:12][N:11]([CH2:14][C:15]2[CH:20]=[CH:19][C:18]([NH:21][C:22]3[C:27]([C:28]([O:30][CH2:31][CH3:32])=[O:29])=[C:26](/[CH:33]=C/N(C)C)[N:25]=[C:24]([N:38]4[CH2:43][CH2:42][O:41][CH2:40][CH2:39]4)[N:23]=3)=[CH:17][CH:16]=2)[CH2:10][CH2:9]1)=[O:7])([CH3:4])([CH3:3])[CH3:2].I([O-])(=O)(=O)=[O:45].[Na+]. (4) Given the product [Cl:27][C:19]([C:18]1[CH:22]=[CH:23][C:15]([C@H:12]2[CH2:13][CH2:14][C@H:9]([CH2:8][C:6]([O:5][C:1]([CH3:4])([CH3:3])[CH3:2])=[O:7])[CH2:10][CH2:11]2)=[CH:16][CH:17]=1)=[O:20], predict the reactants needed to synthesize it. The reactants are: [C:1]([O:5][C:6]([CH2:8][C@H:9]1[CH2:14][CH2:13][C@H:12]([C:15]2[CH:23]=[CH:22][C:18]([C:19](O)=[O:20])=[CH:17][CH:16]=2)[CH2:11][CH2:10]1)=[O:7])([CH3:4])([CH3:3])[CH3:2].C(Cl)(=O)C([Cl:27])=O. (5) Given the product [NH2:7][C:6]1[N:8]=[C:23]([OH:24])[C:20]2[CH2:21][CH2:22][N:17]([CH2:10][C:11]3[CH:16]=[CH:15][CH:14]=[CH:13][CH:12]=3)[CH2:18][C:19]=2[N:5]=1, predict the reactants needed to synthesize it. The reactants are: C(=O)(O)O.[NH2:5][C:6]([NH2:8])=[NH:7].Cl.[CH2:10]([N:17]1[CH2:22][CH2:21][CH:20]([C:23](OCC)=[O:24])[C:19](=O)[CH2:18]1)[C:11]1[CH:16]=[CH:15][CH:14]=[CH:13][CH:12]=1.Cl. (6) Given the product [N:1]1[CH:6]=[CH:5][CH:4]=[CH:3][C:2]=1[C:7]1[S:11][C:10](/[CH:12]=[CH:22]/[CH:23]=[O:24])=[CH:9][CH:8]=1, predict the reactants needed to synthesize it. The reactants are: [N:1]1[CH:6]=[CH:5][CH:4]=[CH:3][C:2]=1[C:7]1[S:11][C:10]([CH:12]=O)=[CH:9][CH:8]=1.N1(C2C=C[C:22]([CH:23]=[O:24])=CC=2)C=CC=N1.